Dataset: Full USPTO retrosynthesis dataset with 1.9M reactions from patents (1976-2016). Task: Predict the reactants needed to synthesize the given product. (1) Given the product [F:24][C:14]1[CH:13]=[C:12]([S:9]([NH:8][C:6]2[CH:7]=[C:2]([NH:1][C:46](=[O:47])[C:44]([NH:43][C:41](=[O:42])[O:40][C:37]([CH3:39])([CH3:38])[CH3:36])([CH3:49])[CH3:45])[CH:3]=[CH:4][C:5]=2[O:25][CH3:26])(=[O:11])=[O:10])[CH:17]=[CH:16][C:15]=1[C:18]1[O:19][C:20]([CH3:23])=[CH:21][CH:22]=1, predict the reactants needed to synthesize it. The reactants are: [NH2:1][C:2]1[CH:3]=[CH:4][C:5]([O:25][CH3:26])=[C:6]([NH:8][S:9]([C:12]2[CH:17]=[CH:16][C:15]([C:18]3[O:19][C:20]([CH3:23])=[CH:21][CH:22]=3)=[C:14]([F:24])[CH:13]=2)(=[O:11])=[O:10])[CH:7]=1.C(N(CC)C(C)C)(C)C.[CH3:36][C:37]([O:40][C:41]([NH:43][C:44]([CH3:49])([C:46](O)=[O:47])[CH3:45])=[O:42])([CH3:39])[CH3:38]. (2) Given the product [NH2:1][C:2]1[N:6]([CH3:7])[C:5](=[O:8])[C:4]([C:19]2[CH:24]=[CH:23][C:22]([O:25][CH:26]([F:27])[F:28])=[C:21]([CH3:29])[CH:20]=2)([C:9]2[CH:14]=[CH:13][CH:12]=[C:11]([C:15]#[C:52][CH2:53][CH2:54][F:48])[CH:10]=2)[N:3]=1, predict the reactants needed to synthesize it. The reactants are: [NH2:1][C:2]1[N:6]([CH3:7])[C:5](=[O:8])[C:4]([C:19]2[CH:24]=[CH:23][C:22]([O:25][CH:26]([F:28])[F:27])=[C:21]([CH3:29])[CH:20]=2)([C:9]2[CH:14]=[CH:13][CH:12]=[C:11]([C:15]#CCF)[CH:10]=2)[N:3]=1.BrC1C=C(C(=O)C(C2C=CC(OC(F)[F:48])=C(C)C=2)=O)C=CC=1.[CH2:52](O)[CH2:53][C:54]#C. (3) Given the product [OH:25][C:26]1[CH:27]=[CH:28][C:29]([C:32]2[CH:37]=[CH:36][C:35]([CH2:38][CH2:39][NH:40][C:13](=[O:15])[C:12]3[CH:16]=[CH:17][CH:18]=[C:10]([NH:9][C:7]([C:2]4[C:1]([C:19]5[CH:20]=[CH:21][CH:22]=[CH:23][CH:24]=5)=[CH:6][CH:5]=[CH:4][CH:3]=4)=[O:8])[CH:11]=3)=[CH:34][CH:33]=2)=[CH:30][CH:31]=1, predict the reactants needed to synthesize it. The reactants are: [C:1]1([C:19]2[CH:24]=[CH:23][CH:22]=[CH:21][CH:20]=2)[C:2]([C:7]([NH:9][C:10]2[CH:11]=[C:12]([CH:16]=[CH:17][CH:18]=2)[C:13]([OH:15])=O)=[O:8])=[CH:3][CH:4]=[CH:5][CH:6]=1.[OH:25][C:26]1[CH:31]=[CH:30][C:29]([C:32]2[CH:37]=[CH:36][C:35]([CH2:38][CH2:39][NH2:40])=[CH:34][CH:33]=2)=[CH:28][CH:27]=1.CN(C(ON1N=NC2C=CC=CC1=2)=[N+](C)C)C.[B-](F)(F)(F)F.C(N(C(C)C)C(C)C)C. (4) The reactants are: Br[CH2:2][CH:3]=[CH:4][CH3:5].C(Cl)[C:7](=[CH2:9])[CH3:8]. Given the product [CH3:5]/[CH:4]=[CH:3]/[CH2:2][C:2]#[C:3][CH2:4][CH2:5][CH2:8][CH2:7][CH3:9], predict the reactants needed to synthesize it. (5) Given the product [C:32]([NH:33][C@H:34]1[CH2:38][CH2:37][N:36]([C:9]2[C:8]([F:12])=[CH:7][C:3]([C:4]([NH2:6])=[O:5])=[C:2]([NH:13][C:14]3[CH:26]=[CH:25][C:17]([C:18](=[O:19])[NH:20][C:21]([CH3:22])([CH3:23])[CH3:24])=[CH:16][CH:15]=3)[N:10]=2)[CH2:35]1)(=[O:39])[CH:40]=[CH2:41], predict the reactants needed to synthesize it. The reactants are: Cl[C:2]1[N:10]=[C:9](Cl)[C:8]([F:12])=[CH:7][C:3]=1[C:4]([NH2:6])=[O:5].[NH2:13][C:14]1[CH:26]=[CH:25][C:17]([C:18]([NH:20][C:21]([CH3:24])([CH3:23])[CH3:22])=[O:19])=[CH:16][CH:15]=1.C(O[C:32](=[O:39])[NH:33][C@H:34]1[CH2:38][CH2:37][NH:36][CH2:35]1)(C)(C)C.[C:40](O)(=O)[CH:41]=C.